Predict the reactants needed to synthesize the given product. From a dataset of Full USPTO retrosynthesis dataset with 1.9M reactions from patents (1976-2016). (1) The reactants are: C[O:2][C:3](=[O:21])[CH2:4][CH2:5][CH2:6][CH2:7][CH2:8][CH2:9][C:10](=[O:20])[NH:11][O:12][CH:13]([O:15][CH2:16][CH:17]([CH3:19])[CH3:18])[CH3:14].O.[OH-].[Li+]. Given the product [CH2:16]([O:15][CH:13]([O:12][NH:11][C:10]([CH2:9][CH2:8][CH2:7][CH2:6][CH2:5][CH2:4][C:3]([OH:21])=[O:2])=[O:20])[CH3:14])[CH:17]([CH3:19])[CH3:18], predict the reactants needed to synthesize it. (2) The reactants are: [CH3:1][C:2]1[CH:3]=[N:4][CH:5]=[C:6]([CH:10]=1)[C:7](Cl)=[O:8].Cl[C:12]1[CH:31]=[CH:30][C:15]([C:16]([NH:18][C:19]2[CH:24]=[CH:23][CH:22]=[C:21]([CH:25]3[O:29]CC[O:26]3)[CH:20]=2)=O)=[CH:14][CH:13]=1.[NH:32]1CCCC(C(OC)=O)CC1.C(OC(C1CCN(CC2C=CC=C(NC(=O)C3C=CC(Cl)=CC=3)C=2)CC1)=O)C. Given the product [CH3:1][C:2]1[CH:10]=[C:6]([C:7]([NH:32][C:13]2[CH:14]=[C:15]([CH:30]=[CH:31][CH:12]=2)[CH2:16][N:18]2[CH2:24][CH2:23][CH2:22][CH:21]([C:25]([OH:29])=[O:26])[CH2:20][CH2:19]2)=[O:8])[CH:5]=[N:4][CH:3]=1, predict the reactants needed to synthesize it.